From a dataset of Forward reaction prediction with 1.9M reactions from USPTO patents (1976-2016). Predict the product of the given reaction. (1) Given the reactants [F:1][C:2]1([F:33])[CH2:7][CH2:6][CH2:5][N:4]([C:8]2[N:12](CCOC[Si](C)(C)C)[N:11]=[CH:10][C:9]=2[NH:21][C:22]([C:24]2[CH:25]=[N:26][N:27]3[CH:32]=[CH:31][CH:30]=[N:29][C:28]=23)=[O:23])[CH2:3]1.Cl, predict the reaction product. The product is: [F:33][C:2]1([F:1])[CH2:7][CH2:6][CH2:5][N:4]([C:8]2[C:9]([NH:21][C:22]([C:24]3[CH:25]=[N:26][N:27]4[CH:32]=[CH:31][CH:30]=[N:29][C:28]=34)=[O:23])=[CH:10][NH:11][N:12]=2)[CH2:3]1. (2) Given the reactants [NH2:1][C:2]1[CH:3]=[CH:4][C:5]2[C:14]3[C:9](=[N:10][CH:11]=[CH:12][CH:13]=3)[O:8][C:7](=[O:15])[C:6]=2[CH:16]=1.II, predict the reaction product. The product is: [CH3:6][C:5]1([CH3:14])[CH:4]=[C:3]([CH3:2])[C:16]2[C:2](=[CH:3][CH:4]=[C:5]3[C:6]=2[C:7](=[O:15])[O:8][C:9]2[C:14]3=[CH:13][CH:12]=[CH:11][N:10]=2)[NH:1]1. (3) Given the reactants [CH3:1][O:2][C:3]1[C:4]2[C:5]3[CH:16]=[CH:15][S:14][C:6]=3[NH:7][C:8](=[O:13])[C:9]=2[CH:10]=[CH:11][CH:12]=1.[Cl-].CC=[N+]=CC.[CH3:23][N:24]([CH:26]=O)[CH3:25], predict the reaction product. The product is: [CH3:23][N:24]([CH2:26][C:15]1[S:14][C:6]2[NH:7][C:8](=[O:13])[C:9]3[CH:10]=[CH:11][CH:12]=[C:3]([O:2][CH3:1])[C:4]=3[C:5]=2[CH:16]=1)[CH3:25]. (4) Given the reactants C([O:5][C:6]1[N:11]=[CH:10][C:9]([C:12]2[NH:35][C:15]3[N:16]=[CH:17][N:18]=[C:19]([C:20]4[CH:21]=[CH:22][C:23]([O:28][CH:29]5[CH2:34][CH2:33][O:32][CH2:31][CH2:30]5)=[C:24]([CH:27]=4)[C:25]#[N:26])[C:14]=3[CH:13]=2)=[CH:8][CH:7]=1)(C)(C)C.FC(F)(F)C(O)=O, predict the reaction product. The product is: [O:5]=[C:6]1[NH:11][CH:10]=[C:9]([C:12]2[NH:35][C:15]3[N:16]=[CH:17][N:18]=[C:19]([C:20]4[CH:21]=[CH:22][C:23]([O:28][CH:29]5[CH2:34][CH2:33][O:32][CH2:31][CH2:30]5)=[C:24]([CH:27]=4)[C:25]#[N:26])[C:14]=3[CH:13]=2)[CH:8]=[CH:7]1. (5) Given the reactants Br[C:2]1[CH:3]=[N:4][CH:5]=[CH:6][C:7]=1[CH2:8][C:9]([C:11]1[CH:12]=[C:13]2[C:17](=[CH:18][CH:19]=1)[C:16](=[N:20][O:21][Si:22]([C:25]([CH3:28])([CH3:27])[CH3:26])([CH3:24])[CH3:23])[CH2:15][CH2:14]2)=[O:10].C[Si]([N-][Si](C)(C)C)(C)C.[Na+].[N:39]([CH2:42][CH3:43])=[C:40]=[S:41], predict the reaction product. The product is: [Si:22]([O:21][N:20]=[C:16]1[C:17]2[C:13](=[CH:12][C:11]([C:9]([C:8]3[C:7]4[C:2](=[CH:3][N:4]=[CH:5][CH:6]=4)[S:41][C:40]=3[NH:39][CH2:42][CH3:43])=[O:10])=[CH:19][CH:18]=2)[CH2:14][CH2:15]1)([C:25]([CH3:28])([CH3:27])[CH3:26])([CH3:24])[CH3:23]. (6) Given the reactants [CH3:1][C:2]1([CH3:10])[O:9][C:7](=[O:8])[CH2:6][C:4](=[O:5])[O:3]1.[CH2:11](OC(OCC)OCC)C.[F:21][C:22]1[CH:23]=[C:24]([CH:26]=[C:27]([F:29])[CH:28]=1)[NH2:25], predict the reaction product. The product is: [F:21][C:22]1[CH:23]=[C:24]([NH:25][CH:11]=[C:6]2[C:7](=[O:8])[O:9][C:2]([CH3:10])([CH3:1])[O:3][C:4]2=[O:5])[CH:26]=[C:27]([F:29])[CH:28]=1.